This data is from Catalyst prediction with 721,799 reactions and 888 catalyst types from USPTO. The task is: Predict which catalyst facilitates the given reaction. (1) Reactant: Cl.Cl.[NH2:3][CH2:4][CH2:5][S:6][S:7][CH2:8][CH2:9][NH2:10].CCN(C(C)C)C(C)C.C1C(=O)N([O:27][C:28]([C:30]2[C:35]([C:36]3[C:46]4[CH:47]=[CH:48][C:49]([OH:51])=[CH:50][C:45]=4[O:44][C:43]4[C:37]=3[CH:38]=[CH:39][C:40]([CH:42]=4)=[O:41])=[CH:34][CH:33]=[CH:32][CH:31]=2)=[O:29])C(=O)C1. Product: [CH:33]1[CH:32]=[CH:31][C:30]([C:28]([OH:29])=[O:27])=[C:35]([C:36]2[C:37]3[CH:38]=[CH:39][C:40]([OH:41])=[CH:42][C:43]=3[O:44][C:45]3[C:46]=2[CH:47]=[CH:48][C:49]([CH:50]=3)=[O:51])[CH:34]=1.[NH2:3][CH2:4][CH2:5][S:6][S:7][CH2:8][CH2:9][NH2:10]. The catalyst class is: 39. (2) Reactant: O.[F:2][C:3]([F:19])([C:9](=O)[C:10]([F:17])([F:16])[C:11]([O:13][CH2:14][CH3:15])=[O:12])[C:4]([O:6][CH2:7][CH3:8])=[O:5].[CH2:20]([SH:24])[CH2:21][CH2:22][SH:23].B(F)(F)F.CCOCC. Product: [S:23]1[CH2:22][CH2:21][CH2:20][S:24][C:9]1([C:10]([F:17])([F:16])[C:11]([O:13][CH2:14][CH3:15])=[O:12])[C:3]([F:19])([F:2])[C:4]([O:6][CH2:7][CH3:8])=[O:5]. The catalyst class is: 2. (3) Reactant: F[C:2]1[CH:3]=[C:4]([N+:8]([O-:10])=[O:9])[CH:5]=[CH:6][CH:7]=1.[NH:11]1[CH2:16][CH2:15][O:14][CH2:13][CH2:12]1. Product: [N+:8]([C:4]1[CH:3]=[C:2]([N:11]2[CH2:16][CH2:15][O:14][CH2:13][CH2:12]2)[CH:7]=[CH:6][CH:5]=1)([O-:10])=[O:9]. The catalyst class is: 16. (4) Product: [CH2:2]([N:9]1[C:17]2[C:12](=[CH:13][CH:14]=[CH:15][CH:16]=2)[C:11]([C:18]2[O:19][C:20]([C:23](=[O:24])[NH2:1])=[CH:21][CH:22]=2)=[N:10]1)[C:3]1[CH:8]=[CH:7][CH:6]=[CH:5][CH:4]=1. The catalyst class is: 1. Reactant: [NH3:1].[CH2:2]([N:9]1[C:17]2[C:12](=[CH:13][CH:14]=[CH:15][CH:16]=2)[C:11]([C:18]2[O:19][C:20]([C:23](Cl)=[O:24])=[CH:21][CH:22]=2)=[N:10]1)[C:3]1[CH:8]=[CH:7][CH:6]=[CH:5][CH:4]=1. (5) Reactant: [OH:1][C@@:2]1([C:36]([F:39])([F:38])[F:37])[C:14]2[CH:13]=[C:12]([O:15][CH2:16][CH2:17][CH2:18][C:19]([OH:22])([CH3:21])[CH3:20])[CH:11]=[C:10]([C:23]3[CH:24]=[N:25][N:26]([C:28]([CH3:35])([CH3:34])[C:29]([O:31]CC)=[O:30])[CH:27]=3)[C:9]=2[C:8]2[C:3]1=[CH:4][CH:5]=[CH:6][CH:7]=2.[OH-].[Na+].Cl. The catalyst class is: 8. Product: [OH:1][C@@:2]1([C:36]([F:38])([F:39])[F:37])[C:14]2[CH:13]=[C:12]([O:15][CH2:16][CH2:17][CH2:18][C:19]([OH:22])([CH3:21])[CH3:20])[CH:11]=[C:10]([C:23]3[CH:24]=[N:25][N:26]([C:28]([CH3:34])([CH3:35])[C:29]([OH:31])=[O:30])[CH:27]=3)[C:9]=2[C:8]2[C:3]1=[CH:4][CH:5]=[CH:6][CH:7]=2. (6) Reactant: [C:1]([C:3]1[CH:4]=[CH:5][C:6]([C:9]2(O)[CH2:14][CH2:13][N:12]([C:15]([O:17][C:18]([CH3:21])([CH3:20])[CH3:19])=[O:16])[CH2:11][CH2:10]2)=[N:7][CH:8]=1)#[N:2].COCCN(S(F)(F)[F:33])CCOC. Product: [C:1]([C:3]1[CH:4]=[CH:5][C:6]([C:9]2([F:33])[CH2:14][CH2:13][N:12]([C:15]([O:17][C:18]([CH3:21])([CH3:20])[CH3:19])=[O:16])[CH2:11][CH2:10]2)=[N:7][CH:8]=1)#[N:2]. The catalyst class is: 4. (7) The catalyst class is: 16. Product: [CH:6]1([CH2:9][NH:10][CH2:3][CH2:2][C:1]([OH:5])=[O:4])[CH2:8][CH2:7]1. Reactant: [C:1]([OH:5])(=[O:4])[CH:2]=[CH2:3].[CH:6]1([CH2:9][NH2:10])[CH2:8][CH2:7]1.